Dataset: NCI-60 drug combinations with 297,098 pairs across 59 cell lines. Task: Regression. Given two drug SMILES strings and cell line genomic features, predict the synergy score measuring deviation from expected non-interaction effect. (1) Drug 1: CC1OCC2C(O1)C(C(C(O2)OC3C4COC(=O)C4C(C5=CC6=C(C=C35)OCO6)C7=CC(=C(C(=C7)OC)O)OC)O)O. Drug 2: C1=NC2=C(N=C(N=C2N1C3C(C(C(O3)CO)O)F)Cl)N. Cell line: SK-OV-3. Synergy scores: CSS=12.5, Synergy_ZIP=-5.90, Synergy_Bliss=-6.64, Synergy_Loewe=-15.6, Synergy_HSA=-3.58. (2) Drug 1: CC1=C(C=C(C=C1)NC2=NC=CC(=N2)N(C)C3=CC4=NN(C(=C4C=C3)C)C)S(=O)(=O)N.Cl. Drug 2: CC=C1C(=O)NC(C(=O)OC2CC(=O)NC(C(=O)NC(CSSCCC=C2)C(=O)N1)C(C)C)C(C)C. Cell line: HCT116. Synergy scores: CSS=27.4, Synergy_ZIP=-0.332, Synergy_Bliss=-0.948, Synergy_Loewe=-53.3, Synergy_HSA=-1.45.